This data is from Peptide-MHC class I binding affinity with 185,985 pairs from IEDB/IMGT. The task is: Regression. Given a peptide amino acid sequence and an MHC pseudo amino acid sequence, predict their binding affinity value. This is MHC class I binding data. (1) The peptide sequence is DMMRYVDRY. The MHC is HLA-A01:01 with pseudo-sequence HLA-A01:01. The binding affinity (normalized) is 0.129. (2) The peptide sequence is KFLDWMIFI. The MHC is HLA-A02:01 with pseudo-sequence HLA-A02:01. The binding affinity (normalized) is 0.798. (3) The peptide sequence is ATIEAVLAK. The MHC is HLA-B48:01 with pseudo-sequence HLA-B48:01. The binding affinity (normalized) is 0.0847. (4) The peptide sequence is KYQLKHIVW. The MHC is HLA-A29:02 with pseudo-sequence HLA-A29:02. The binding affinity (normalized) is 0. (5) The peptide sequence is YCNYSKFWYL. The MHC is HLA-A68:02 with pseudo-sequence HLA-A68:02. The binding affinity (normalized) is 0.369. (6) The peptide sequence is YLPTQQDVL. The MHC is HLA-A11:01 with pseudo-sequence HLA-A11:01. The binding affinity (normalized) is 0.389. (7) The peptide sequence is RFTTTLNDF. The MHC is HLA-A30:02 with pseudo-sequence HLA-A30:02. The binding affinity (normalized) is 0. (8) The peptide sequence is QMPRQTGGF. The MHC is Mamu-A01 with pseudo-sequence Mamu-A01. The binding affinity (normalized) is 0. (9) The peptide sequence is ATFEAVLAK. The MHC is HLA-B57:01 with pseudo-sequence HLA-B57:01. The binding affinity (normalized) is 0.0847.